This data is from Catalyst prediction with 721,799 reactions and 888 catalyst types from USPTO. The task is: Predict which catalyst facilitates the given reaction. (1) Reactant: [F:1][C:2]1[CH:10]=[C:9]2[C:5]([C:6](I)=[CH:7][N:8]2[S:11]([C:14]2[CH:19]=[CH:18][CH:17]=[CH:16][CH:15]=2)(=[O:13])=[O:12])=[CH:4][CH:3]=1.CC1(C)C(C)(C)OB([C:29]2[CH:37]=[C:36]3[C:32]([CH:33]=[N:34][NH:35]3)=[CH:31][CH:30]=2)O1.C([O-])([O-])=O.[Cs+].[Cs+].C(Cl)Cl. Product: [F:1][C:2]1[CH:10]=[C:9]2[C:5]([C:6]([C:29]3[CH:37]=[C:36]4[C:32]([CH:33]=[N:34][NH:35]4)=[CH:31][CH:30]=3)=[CH:7][N:8]2[S:11]([C:14]2[CH:19]=[CH:18][CH:17]=[CH:16][CH:15]=2)(=[O:13])=[O:12])=[CH:4][CH:3]=1. The catalyst class is: 622. (2) Reactant: [NH:1]1[CH2:6][CH2:5][NH:4][CH2:3][CH2:2]1.N1C=CC=CC=1.C1(C)C=CC=CC=1.Cl[C:21]1[CH:26]=[CH:25][C:24]([Cl:27])=[CH:23][N:22]=1. Product: [Cl:27][C:24]1[CH:25]=[CH:26][C:21]([N:1]2[CH2:6][CH2:5][NH:4][CH2:3][CH2:2]2)=[N:22][CH:23]=1. The catalyst class is: 6.